From a dataset of Full USPTO retrosynthesis dataset with 1.9M reactions from patents (1976-2016). Predict the reactants needed to synthesize the given product. (1) Given the product [F:2][C:3]1[CH:30]=[CH:29][C:6]([CH2:7][NH:8][C:9]([C:11]2[CH:16]=[C:15]([C:17]3[CH2:21][CH:20]([CH:22]4[CH2:23][CH2:24][N:25]([S:34]([CH3:33])(=[O:36])=[O:35])[CH2:26][CH2:27]4)[O:19][N:18]=3)[N:14]=[C:13]([CH3:28])[N:12]=2)=[O:10])=[CH:5][C:4]=1[O:31][CH3:32], predict the reactants needed to synthesize it. The reactants are: Cl.[F:2][C:3]1[CH:30]=[CH:29][C:6]([CH2:7][NH:8][C:9]([C:11]2[CH:16]=[C:15]([C:17]3[CH2:21][CH:20]([CH:22]4[CH2:27][CH2:26][NH:25][CH2:24][CH2:23]4)[O:19][N:18]=3)[N:14]=[C:13]([CH3:28])[N:12]=2)=[O:10])=[CH:5][C:4]=1[O:31][CH3:32].[CH3:33][S:34](Cl)(=[O:36])=[O:35]. (2) Given the product [Cl:24][C:22]1[CH:23]=[C:18]([C:6]2[CH:5]=[CH:4][CH:3]=[C:2]([CH3:1])[CH:7]=2)[N:19]=[C:20]([CH3:25])[N:21]=1, predict the reactants needed to synthesize it. The reactants are: [CH3:1][C:2]1[CH:3]=[C:4](B(O)O)[CH:5]=[CH:6][CH:7]=1.C(=O)([O-])[O-].[K+].[K+].Cl[C:18]1[CH:23]=[C:22]([Cl:24])[N:21]=[C:20]([CH3:25])[N:19]=1.[Cl-].[NH4+]. (3) Given the product [Br:9][C:5]1[C:6]([CH3:8])=[CH:7][C:2]([C:16]([OH:17])([CH3:18])[CH3:15])=[N:3][CH:4]=1, predict the reactants needed to synthesize it. The reactants are: Br[C:2]1[CH:7]=[C:6]([CH3:8])[C:5]([Br:9])=[CH:4][N:3]=1.C([Li])CCC.[CH3:15][C:16]([CH3:18])=[O:17]. (4) Given the product [N+:1]([C:4]1[CH:20]=[CH:19][CH:18]=[CH:17][C:5]=1[O:6][CH2:7][CH2:8][O:9][CH2:10][CH2:11][NH:24][CH2:23][CH2:21][OH:22])([O-:3])=[O:2], predict the reactants needed to synthesize it. The reactants are: [N+:1]([C:4]1[CH:20]=[CH:19][CH:18]=[CH:17][C:5]=1[O:6][CH2:7][CH2:8][O:9][CH2:10][CH2:11]OS(C)(=O)=O)([O-:3])=[O:2].[CH2:21]([CH2:23][NH2:24])[OH:22]. (5) Given the product [CH2:39]([S:41][C:42]1[C:51]([C:52]([NH:7][CH2:6][C:2]2[S:1][CH:5]=[CH:4][CH:3]=2)=[O:53])=[C:50]([CH3:55])[C:49]2[C:44](=[CH:45][C:46]([C:56]([F:59])([F:57])[F:58])=[CH:47][CH:48]=2)[N:43]=1)[CH3:40], predict the reactants needed to synthesize it. The reactants are: [S:1]1[CH:5]=[CH:4][CH:3]=[C:2]1[CH2:6][NH2:7].CN(C(ON1N=NC2C=CC=NC1=2)=[N+](C)C)C.F[P-](F)(F)(F)(F)F.CCN(CC)CC.[CH2:39]([S:41][C:42]1[C:51]([C:52](O)=[O:53])=[C:50]([CH3:55])[C:49]2[C:44](=[CH:45][C:46]([C:56]([F:59])([F:58])[F:57])=[CH:47][CH:48]=2)[N:43]=1)[CH3:40]. (6) Given the product [C:1]([O:5][C:6]([N:8]([C:16]1[N:17]=[CH:18][C:19]2[CH2:29][O:30][CH2:31][C:20]=2[CH:21]=1)[C:9](=[O:15])[O:10][C:11]([CH3:14])([CH3:13])[CH3:12])=[O:7])([CH3:4])([CH3:3])[CH3:2], predict the reactants needed to synthesize it. The reactants are: [C:1]([O:5][C:6]([N:8]([C:16]1[CH:21]=[C:20](Cl)[C:19](Cl)=[CH:18][N:17]=1)[C:9](=[O:15])[O:10][C:11]([CH3:14])([CH3:13])[CH3:12])=[O:7])([CH3:4])([CH3:3])[CH3:2].C([Sn](CCCC)(CCCC)[CH2:29][O:30][CH2:31][Sn](CCCC)(CCCC)CCCC)CCC.CC(C1C=C(C(C)C)C(C2C=CC=CC=2P(C2CCCCC2)C2CCCCC2)=C(C(C)C)C=1)C. (7) Given the product [Cl:18][C:14]1[CH:13]=[C:12]([CH:17]=[CH:16][CH:15]=1)[CH2:11][N:10]1[C:6]([C:4]([OH:3])=[O:5])=[CH:7][C:8]2[S:21][C:20]([C:31]#[C:30][C:24]3[CH:29]=[CH:28][CH:27]=[CH:26][CH:25]=3)=[C:19]([CH3:23])[C:9]1=2, predict the reactants needed to synthesize it. The reactants are: C([O:3][C:4]([C:6]1[N:10]([CH2:11][C:12]2[CH:17]=[CH:16][CH:15]=[C:14]([Cl:18])[CH:13]=2)[C:9]2[C:19]([CH3:23])=[C:20](Br)[S:21][C:8]=2[CH:7]=1)=[O:5])C.[C:24]1([C:30]#[C:31][Sn](C)(C)C)[CH:29]=[CH:28][CH:27]=[CH:26][CH:25]=1. (8) Given the product [CH:11]([CH2:7][C:6](=[CH2:8])[C:5]([OH:10])=[O:9])=[CH:12][C:13]1[CH:18]=[CH:17][CH:16]=[CH:15][CH:14]=1.[C:19]([O:23][CH2:24][CH2:25][CH2:26][CH3:27])(=[O:22])[CH:20]=[CH2:21].[Na:1].[CH2:3]1[O:4][CH2:2]1.[C:5]([OH:10])(=[O:9])[C:6]([CH3:8])=[CH2:7], predict the reactants needed to synthesize it. The reactants are: [Na:1].[CH2:2]1[O:4][CH2:3]1.[C:5]([OH:10])(=[O:9])[C:6]([CH3:8])=[CH2:7].[CH2:11]=[CH:12][C:13]1[CH:18]=[CH:17][CH:16]=[CH:15][CH:14]=1.[C:19]([O:23][CH2:24][CH2:25][CH2:26][CH3:27])(=[O:22])[CH:20]=[CH2:21].C(OCCCC)(=O)CS.S(OOS([O-])(=O)=O)([O-])(=O)=O.[NH4+].[NH4+]. (9) Given the product [Cl:21][C:22]1[CH:23]=[CH:24][C:25]([CH:26]([C:27]2[CH:32]=[CH:31][C:30]([Cl:33])=[CH:29][CH:28]=2)[CH:4]2[C:5](=[O:8])[CH2:6][CH2:7][N:2]([CH3:1])[CH2:3]2)=[CH:35][CH:36]=1, predict the reactants needed to synthesize it. The reactants are: [CH3:1][N:2]1[CH2:7][CH2:6][C:5](=[O:8])[CH2:4][CH2:3]1.[Si](OS(C(F)(F)F)(=O)=O)(C)(C)C.[Cl:21][C:22]1[CH:36]=[CH:35][C:25]([CH:26](O)[C:27]2[CH:32]=[CH:31][C:30]([Cl:33])=[CH:29][CH:28]=2)=[CH:24][CH:23]=1.C(=O)(O)[O-].[Na+]. (10) Given the product [C:22]([C:21]1[CH:25]=[CH:26][C:27]([N:28]2[CH2:33][CH2:32][O:31][CH2:30][CH2:29]2)=[C:19]([NH:18][C:8](=[O:9])[O:10][CH2:11][C:12]2[CH:17]=[CH:16][CH:15]=[CH:14][CH:13]=2)[CH:20]=1)(=[O:23])[NH2:24], predict the reactants needed to synthesize it. The reactants are: C([O-])([O-])=O.[Na+].[Na+].Cl[C:8]([O:10][CH2:11][C:12]1[CH:17]=[CH:16][CH:15]=[CH:14][CH:13]=1)=[O:9].[NH2:18][C:19]1[CH:20]=[C:21]([CH:25]=[CH:26][C:27]=1[N:28]1[CH2:33][CH2:32][O:31][CH2:30][CH2:29]1)[C:22]([NH2:24])=[O:23].